Dataset: Peptide-MHC class II binding affinity with 134,281 pairs from IEDB. Task: Regression. Given a peptide amino acid sequence and an MHC pseudo amino acid sequence, predict their binding affinity value. This is MHC class II binding data. (1) The peptide sequence is KFWELVDEERKLHQQ. The MHC is DRB1_0301 with pseudo-sequence DRB1_0301. The binding affinity (normalized) is 0.519. (2) The peptide sequence is NRNNTFKPFAEYKSDYVYQPFPK. The MHC is HLA-DPA10201-DPB10101 with pseudo-sequence HLA-DPA10201-DPB10101. The binding affinity (normalized) is 0.396. (3) The peptide sequence is DMLKLFEFNKKAIET. The binding affinity (normalized) is 0.483. The MHC is DRB4_0101 with pseudo-sequence DRB4_0103. (4) The peptide sequence is TFILDGDNLFPKV. The MHC is DRB3_0101 with pseudo-sequence DRB3_0101. The binding affinity (normalized) is 0.775. (5) The peptide sequence is DDCVVRPIDDRFGLA. The MHC is DRB1_0901 with pseudo-sequence DRB1_0901. The binding affinity (normalized) is 0.344.